This data is from Full USPTO retrosynthesis dataset with 1.9M reactions from patents (1976-2016). The task is: Predict the reactants needed to synthesize the given product. (1) Given the product [Br:1][C:2]1[CH:7]=[CH:6][C:5]([F:8])=[C:4]([C:9]([N+:10]([O-:12])=[O:11])([CH2:13][OH:14])[CH2:23][OH:22])[CH:3]=1, predict the reactants needed to synthesize it. The reactants are: [Br:1][C:2]1[CH:7]=[CH:6][C:5]([F:8])=[C:4]([CH2:9][N+:10]([O-:12])=[O:11])[CH:3]=1.[CH2:13]=[O:14].CCN(CC)CC.[O:22]1CCOC[CH2:23]1. (2) Given the product [N+:1]([C:4]1[CH:9]=[CH:8][C:7]([NH:10][CH:11]2[CH2:12][CH2:13][CH:14]([O:17][CH2:18][C:19]([N:29]3[CH2:30][CH2:31][N:26]([C:32]4[CH:41]=[CH:40][C:39]5[C:34](=[CH:35][CH:36]=[C:37]([C:42]([F:45])([F:43])[F:44])[CH:38]=5)[N:33]=4)[CH2:27][CH2:28]3)=[O:20])[CH2:15][CH2:16]2)=[CH:6][C:5]=1[C:22]([F:23])([F:24])[F:25])([O-:3])=[O:2], predict the reactants needed to synthesize it. The reactants are: [N+:1]([C:4]1[CH:9]=[CH:8][C:7]([NH:10][CH:11]2[CH2:16][CH2:15][CH:14]([O:17][CH2:18][C:19](O)=[O:20])[CH2:13][CH2:12]2)=[CH:6][C:5]=1[C:22]([F:25])([F:24])[F:23])([O-:3])=[O:2].[N:26]1([C:32]2[CH:41]=[CH:40][C:39]3[C:34](=[CH:35][CH:36]=[C:37]([C:42]([F:45])([F:44])[F:43])[CH:38]=3)[N:33]=2)[CH2:31][CH2:30][NH:29][CH2:28][CH2:27]1.CCN=C=NCCCN(C)C.Cl.C1C=CC2N(O)N=NC=2C=1.CCN(CC)CC. (3) Given the product [Cl:12][CH2:11][CH2:10][CH2:9][N:1]1[CH2:5][CH2:4][CH2:3][CH2:2]1, predict the reactants needed to synthesize it. The reactants are: [NH:1]1[CH2:5][CH2:4][CH2:3][CH2:2]1.[OH-].[Na+].Br[CH2:9][CH2:10][CH2:11][Cl:12]. (4) Given the product [C@@H:1]([N:5]1[C:13]2[CH:12]=[C:11]([Cl:14])[N:10]=[CH:9][C:8]=2[C:7]([N:16]2[CH2:20][CH2:19][C@@H:18]([OH:21])[CH2:17]2)=[N:6]1)([CH2:3][CH3:4])[CH3:2], predict the reactants needed to synthesize it. The reactants are: [C@@H:1]([N:5]1[C:13]2[CH:12]=[C:11]([Cl:14])[N:10]=[CH:9][C:8]=2[C:7](I)=[N:6]1)([CH2:3][CH3:4])[CH3:2].[NH:16]1[CH2:20][CH2:19][C@@H:18]([OH:21])[CH2:17]1.